From a dataset of Full USPTO retrosynthesis dataset with 1.9M reactions from patents (1976-2016). Predict the reactants needed to synthesize the given product. Given the product [CH2:28]([N:8]([CH2:1][CH2:2][CH2:3][CH2:4][CH2:5][CH2:6][CH3:7])[C:9]1[CH:14]=[CH:13][C:12]([S:15][C:16]2[CH:21]=[CH:20][C:19]([CH2:22][C:23]([OH:25])=[O:24])=[CH:18][CH:17]=2)=[CH:11][CH:10]=1)[CH2:29][CH2:30][CH2:31][CH2:32][CH2:33][CH3:34], predict the reactants needed to synthesize it. The reactants are: [CH2:1]([N:8]([CH2:28][CH2:29][CH2:30][CH2:31][CH2:32][CH2:33][CH3:34])[C:9]1[CH:14]=[CH:13][C:12]([S:15][C:16]2[CH:21]=[CH:20][C:19]([CH2:22][C:23]([O:25]CC)=[O:24])=[CH:18][CH:17]=2)=[CH:11][CH:10]=1)[CH2:2][CH2:3][CH2:4][CH2:5][CH2:6][CH3:7].[OH-].[Na+].O.C(O)C.